This data is from Forward reaction prediction with 1.9M reactions from USPTO patents (1976-2016). The task is: Predict the product of the given reaction. Given the reactants Br[CH2:2][CH2:3][CH2:4][CH2:5][O:6][C:7]1[CH:8]=[CH:9][C:10]2[C:14]([C:15]3[CH:20]=[CH:19][C:18]([C:21]([F:24])([F:23])[F:22])=[CH:17][CH:16]=3)=[C:13]([CH3:25])[S:12][C:11]=2[CH:26]=1.[OH:27][CH:28]1[CH2:33][CH2:32][NH:31][CH2:30][CH2:29]1, predict the reaction product. The product is: [CH3:25][C:13]1[S:12][C:11]2[CH:26]=[C:7]([O:6][CH2:5][CH2:4][CH2:3][CH2:2][N:31]3[CH2:32][CH2:33][CH:28]([OH:27])[CH2:29][CH2:30]3)[CH:8]=[CH:9][C:10]=2[C:14]=1[C:15]1[CH:20]=[CH:19][C:18]([C:21]([F:24])([F:23])[F:22])=[CH:17][CH:16]=1.